This data is from Forward reaction prediction with 1.9M reactions from USPTO patents (1976-2016). The task is: Predict the product of the given reaction. (1) Given the reactants Cl[CH2:2][C:3]1[NH:8][C:7](=[O:9])[CH:6]=[C:5]([CH3:10])[N:4]=1.[Cl:11][C:12]1[C:13]([O:35][CH3:36])=[CH:14][C:15]([O:33][CH3:34])=[C:16]([CH2:18][CH2:19][C:20]2([CH:28]3[CH2:32][CH2:31][CH2:30][CH2:29]3)[O:25][C:24](=[O:26])[CH2:23][C:22](=[O:27])[CH2:21]2)[CH:17]=1, predict the reaction product. The product is: [Cl:11][C:12]1[C:13]([O:35][CH3:36])=[CH:14][C:15]([O:33][CH3:34])=[C:16]([CH2:18][CH2:19][C:20]2([CH:28]3[CH2:32][CH2:31][CH2:30][CH2:29]3)[O:25][C:24](=[O:26])[C:23]([CH2:2][C:3]3[NH:8][C:7](=[O:9])[CH:6]=[C:5]([CH3:10])[N:4]=3)=[C:22]([OH:27])[CH2:21]2)[CH:17]=1. (2) Given the reactants [F:1][C:2]1[CH:3]=[C:4]([C:9]2[C:10]3[CH2:29][O:28][CH2:27][CH2:26][C:11]=3[N:12]([C:14]([NH:16][C@@H:17]([C:22]([CH3:25])([CH3:24])[CH3:23])[C:18]([NH:20]C)=[O:19])=[O:15])[N:13]=2)[CH:5]=[CH:6][C:7]=1[F:8].N[C@H](C(N)=O)C(C)(C)C, predict the reaction product. The product is: [NH2:20][C:18](=[O:19])[C@@H:17]([NH:16][C:14]([N:12]1[C:11]2[CH2:26][CH2:27][O:28][CH2:29][C:10]=2[C:9]([C:4]2[CH:5]=[CH:6][C:7]([F:8])=[C:2]([F:1])[CH:3]=2)=[N:13]1)=[O:15])[C:22]([CH3:25])([CH3:23])[CH3:24]. (3) The product is: [CH3:1][O:2][C:3]1[CH:4]=[CH:5][C:6]2[N:11]([C:12]([O:14][CH2:15][C:16]3[CH:17]=[CH:18][CH:19]=[CH:20][CH:21]=3)=[O:13])[CH2:10][C:9](=[O:22])[N:8]([CH2:39][C@@H:40]3[CH2:42][O:41]3)[C:7]=2[N:23]=1. Given the reactants [CH3:1][O:2][C:3]1[CH:4]=[CH:5][C:6]2[N:11]([C:12]([O:14][CH2:15][C:16]3[CH:21]=[CH:20][CH:19]=[CH:18][CH:17]=3)=[O:13])[CH2:10][C:9](=[O:22])[NH:8][C:7]=2[N:23]=1.[H-].[Na+].[N+](C1C=C(S(O[CH2:39][C@@H:40]2[CH2:42][O:41]2)(=O)=O)C=CC=1)([O-])=O, predict the reaction product. (4) Given the reactants [Cl:1][C:2]1[S:6][C:5]2[C:7]3([O:20][CH2:21][C:22]([F:24])([F:23])[C:4]=2[CH:3]=1)[CH2:12][CH2:11][N:10]([CH2:13][C:14]1[C:15]([CH3:19])=[N:16][NH:17][CH:18]=1)[CH2:9][CH2:8]3.[C:25](=[O:28])([O-])[O-].[K+].[K+].CN[C@@H]1C[CH2:37][CH2:36][CH2:35][C@H:34]1[NH:39][CH3:40], predict the reaction product. The product is: [Cl:1][C:2]1[S:6][C:5]2[C:7]3([O:20][CH2:21][C:22]([F:23])([F:24])[C:4]=2[CH:3]=1)[CH2:12][CH2:11][N:10]([CH2:13][C:14]1[C:15]([CH3:19])=[N:16][N:17]([C:34]2[C:35]([CH:25]=[O:28])=[CH:36][CH:37]=[CH:40][N:39]=2)[CH:18]=1)[CH2:9][CH2:8]3. (5) Given the reactants [NH:1]=[C:2]1[NH:6][C:5](=[O:7])[CH:4]([CH2:8][C:9]2[CH:14]=[CH:13][C:12]([N:15]3[CH2:20][CH2:19][C:18](=O)[CH2:17][CH2:16]3)=[CH:11][CH:10]=2)[S:3]1.[NH2:22][CH2:23][CH:24]([C:26]1[CH:27]=[CH:28][C:29]([OH:37])=[C:30]([NH:32][S:33]([CH3:36])(=[O:35])=[O:34])[CH:31]=1)[OH:25], predict the reaction product. The product is: [OH:37][C:29]1[CH:28]=[CH:27][C:26]([CH:24]([OH:25])[CH2:23][NH:22][CH:18]2[CH2:19][CH2:20][N:15]([C:12]3[CH:13]=[CH:14][C:9]([CH2:8][CH:4]4[S:3][C:2](=[NH:1])[NH:6][C:5]4=[O:7])=[CH:10][CH:11]=3)[CH2:16][CH2:17]2)=[CH:31][C:30]=1[NH:32][S:33]([CH3:36])(=[O:35])=[O:34]. (6) The product is: [Br:1][C:2]1[C:3]([N:22]([CH3:32])[S:23]([C:26]2[CH:27]=[CH:28][CH:29]=[CH:30][CH:31]=2)(=[O:24])=[O:25])=[CH:4][C:5]2[O:9][C:8]([C:10]3[CH:15]=[CH:14][C:13]([F:16])=[CH:12][CH:11]=3)=[C:7]([C:17]([O:19][CH3:20])=[O:18])[C:6]=2[CH:21]=1. Given the reactants [Br:1][C:2]1[C:3]([NH:22][S:23]([C:26]2[CH:31]=[CH:30][CH:29]=[CH:28][CH:27]=2)(=[O:25])=[O:24])=[CH:4][C:5]2[O:9][C:8]([C:10]3[CH:15]=[CH:14][C:13]([F:16])=[CH:12][CH:11]=3)=[C:7]([C:17]([O:19][CH3:20])=[O:18])[C:6]=2[CH:21]=1.[C:32]([O-])([O-])=O.[K+].[K+].CI, predict the reaction product. (7) Given the reactants [C:1]([NH:6][C:7]1[NH:8][C:9](=[O:24])[C:10]2[N:11]=[CH:12][N:13]([C:22]=2[N:23]=1)[C@@H:14]1[O:21][C@H:18]([CH2:19][OH:20])[C@@H:16]([OH:17])[CH2:15]1)(=[O:5])[CH:2]([CH3:4])[CH3:3].N1C=CN=C1.[Si:30](Cl)([C:33]([CH3:36])([CH3:35])[CH3:34])([CH3:32])[CH3:31], predict the reaction product. The product is: [C:1]([NH:6][C:7]1[NH:8][C:9](=[O:24])[C:10]2[N:11]=[CH:12][N:13]([C:22]=2[N:23]=1)[C@@H:14]1[O:21][C@H:18]([CH2:19][O:20][Si:30]([C:33]([CH3:36])([CH3:35])[CH3:34])([CH3:32])[CH3:31])[C@@H:16]([OH:17])[CH2:15]1)(=[O:5])[CH:2]([CH3:4])[CH3:3].